The task is: Predict the reactants needed to synthesize the given product.. This data is from Full USPTO retrosynthesis dataset with 1.9M reactions from patents (1976-2016). (1) Given the product [N:1]1([C:6]([C:8]2[CH:9]=[CH:10][C:11]([C:14]3[NH:37][C:17]4[N:18]=[CH:19][N:20]=[C:21]([C:22]5[CH:23]=[CH:24][C:25]([O:30][CH:31]6[CH2:36][CH2:35][O:34][CH2:33][CH2:32]6)=[C:26]([CH:29]=5)[C:27]#[N:28])[C:16]=4[CH:15]=3)=[CH:12][CH:13]=2)=[O:7])[CH2:5][CH2:4][CH2:3][CH2:2]1, predict the reactants needed to synthesize it. The reactants are: [N:1]1([C:6]([C:8]2[CH:13]=[CH:12][C:11]([C:14]3[N:37](COCC[Si](C)(C)C)[C:17]4[N:18]=[CH:19][N:20]=[C:21]([C:22]5[CH:23]=[CH:24][C:25]([O:30][CH:31]6[CH2:36][CH2:35][O:34][CH2:33][CH2:32]6)=[C:26]([CH:29]=5)[C:27]#[N:28])[C:16]=4[CH:15]=3)=[CH:10][CH:9]=2)=[O:7])[CH2:5][CH2:4][CH2:3][CH2:2]1.[F-].C([N+](CCCC)(CCCC)CCCC)CCC. (2) Given the product [C:32]1([C:19]2[C:18]([N:12]3[CH2:11][CH2:10][CH:9]([C:6]4[CH:5]=[CH:4][C:3]([C:2]([F:1])([F:15])[F:16])=[CH:8][CH:7]=4)[CH2:14][CH2:13]3)=[N:27][C:26]3[C:21](=[CH:22][CH:23]=[C:24]([C:28]([O:30][CH3:31])=[O:29])[CH:25]=3)[N:20]=2)[CH:33]=[CH:34][CH:35]=[CH:36][CH:37]=1, predict the reactants needed to synthesize it. The reactants are: [F:1][C:2]([F:16])([F:15])[C:3]1[CH:8]=[CH:7][C:6]([CH:9]2[CH2:14][CH2:13][NH:12][CH2:11][CH2:10]2)=[CH:5][CH:4]=1.Br[C:18]1[C:19]([C:32]2[CH:37]=[CH:36][CH:35]=[CH:34][CH:33]=2)=[N:20][C:21]2[C:26]([N:27]=1)=[CH:25][C:24]([C:28]([O:30][CH3:31])=[O:29])=[CH:23][CH:22]=2.CCN(C(C)C)C(C)C. (3) The reactants are: C[O:2][C:3](=[O:10])[C@@H:4]([NH:6][C:7](=[O:9])[CH3:8])[CH3:5].[Si](C=[N+]=[N-])(C)(C)C. Given the product [C:7]([NH:6][C:4](=[CH2:5])[C:3]([OH:10])=[O:2])(=[O:9])[CH3:8], predict the reactants needed to synthesize it. (4) Given the product [N+:14]([C:17]1[CH:18]=[CH:19][C:20]([F:43])=[C:21]([C@@:23]23[N:32]=[C:31]([NH:33][C:34](=[O:40])[O:35][C:36]([CH3:38])([CH3:39])[CH3:37])[S:30][CH2:29][C@@H:28]2[CH2:27][C@H:26]([CH2:41][F:11])[O:25][CH2:24]3)[CH:22]=1)([O-:16])=[O:15], predict the reactants needed to synthesize it. The reactants are: COCCN(S(F)(F)[F:11])CCOC.[N+:14]([C:17]1[CH:18]=[CH:19][C:20]([F:43])=[C:21]([C@@:23]23[N:32]=[C:31]([NH:33][C:34](=[O:40])[O:35][C:36]([CH3:39])([CH3:38])[CH3:37])[S:30][CH2:29][C@@H:28]2[CH2:27][C@H:26]([CH2:41]O)[O:25][CH2:24]3)[CH:22]=1)([O-:16])=[O:15].NC1C=CC(F)=C([C@@]23N=C(NC(=O)OC(C)(C)C)SC[C@@H]2[C@@H](OC)COC3)C=1.C(=O)(O)[O-].[Na+]. (5) Given the product [CH:15]1([C:2]2[C:3](=[O:14])[C:4]3[C:9]([C:10](=[O:13])[C:11]=2[OH:25])=[CH:8][CH:7]=[CH:6][CH:5]=3)[CH2:20][CH2:19][CH2:18][CH2:17][CH2:16]1, predict the reactants needed to synthesize it. The reactants are: Cl[C:2]1[C:3](=[O:14])[C:4]2[C:9]([C:10](=[O:13])[C:11]=1Cl)=[CH:8][CH:7]=[CH:6][CH:5]=2.[CH:15]1(C(O)=O)[CH2:20][CH2:19][CH2:18][CH2:17][CH2:16]1.S(OOS([O-])(=O)=O)([O-])(=O)=[O:25].[NH4+].[NH4+]. (6) Given the product [Cl:1][C:2]1[C:3]([O:12][C:13]2[CH:18]=[C:17]([O:19][CH2:20][CH2:21][O:22][CH3:23])[CH:16]=[CH:15][C:14]=2/[CH:24]=[C:25](\[CH3:29])/[C:26]([NH:51][S:48]([NH:47][CH2:46][CH2:45][CH2:44][O:43][CH3:42])(=[O:50])=[O:49])=[O:28])=[N:4][CH:5]=[C:6]([C:8]([F:11])([F:10])[F:9])[CH:7]=1, predict the reactants needed to synthesize it. The reactants are: [Cl:1][C:2]1[C:3]([O:12][C:13]2[CH:18]=[C:17]([O:19][CH2:20][CH2:21][O:22][CH3:23])[CH:16]=[CH:15][C:14]=2/[CH:24]=[C:25](\[CH3:29])/[C:26]([OH:28])=O)=[N:4][CH:5]=[C:6]([C:8]([F:11])([F:10])[F:9])[CH:7]=1.Cl.C(N=C=NCCCN(C)C)C.[CH3:42][O:43][CH2:44][CH2:45][CH2:46][NH:47][S:48]([NH2:51])(=[O:50])=[O:49].Cl. (7) The reactants are: C([O-])([O-])=O.[Na+].[Na+].C1(PC2C=CC=CC=2)C=CC=CC=1.[S:20]1[C:24]2[CH:25]=[CH:26][CH:27]=[CH:28][C:23]=2[N:22]=[C:21]1[NH2:29].Cl[C:31]1[N:36]=[CH:35][C:34]([O:37][C:38]2[C:39]([CH:44]3[CH2:49][CH2:48][N:47]([C:50](=[O:52])[CH3:51])[CH2:46][CH2:45]3)=[N:40][CH:41]=[CH:42][N:43]=2)=[CH:33][CH:32]=1. Given the product [S:20]1[C:24]2[CH:25]=[CH:26][CH:27]=[CH:28][C:23]=2[N:22]=[C:21]1[NH:29][C:31]1[N:36]=[CH:35][C:34]([O:37][C:38]2[C:39]([CH:44]3[CH2:45][CH2:46][N:47]([C:50](=[O:52])[CH3:51])[CH2:48][CH2:49]3)=[N:40][CH:41]=[CH:42][N:43]=2)=[CH:33][CH:32]=1, predict the reactants needed to synthesize it.